From a dataset of Full USPTO retrosynthesis dataset with 1.9M reactions from patents (1976-2016). Predict the reactants needed to synthesize the given product. Given the product [Cl:1][C:2]1[N:3]=[N:4][C:5]([N:14]2[CH2:15][C@@H:10]3[CH2:16][C@H:13]2[CH2:12][N:11]3[C:17]([O:19][C:20]([CH3:23])([CH3:22])[CH3:21])=[O:18])=[CH:6][C:7]=1[CH3:8], predict the reactants needed to synthesize it. The reactants are: [Cl:1][C:2]1[N:3]=[N:4][C:5](Cl)=[CH:6][C:7]=1[CH3:8].[C@H:10]12[CH2:16][C@H:13]([NH:14][CH2:15]1)[CH2:12][N:11]2[C:17]([O:19][C:20]([CH3:23])([CH3:22])[CH3:21])=[O:18].